Dataset: Peptide-MHC class II binding affinity with 134,281 pairs from IEDB. Task: Regression. Given a peptide amino acid sequence and an MHC pseudo amino acid sequence, predict their binding affinity value. This is MHC class II binding data. (1) The peptide sequence is RVAYGKCDSAGRSRR. The MHC is DRB1_0301 with pseudo-sequence DRB1_0301. The binding affinity (normalized) is 0.364. (2) The peptide sequence is ETALKKAITAMSEAQKAAKP. The MHC is DRB5_0101 with pseudo-sequence DRB5_0101. The binding affinity (normalized) is 0.718.